From a dataset of Full USPTO retrosynthesis dataset with 1.9M reactions from patents (1976-2016). Predict the reactants needed to synthesize the given product. (1) Given the product [OH:25][C:22]1[CH:23]=[CH:24][C:15]([CH2:14][S:6][CH2:5][C@@H:4]([C:7]([OH:9])=[O:8])[NH2:3])=[C:16]2[C:21]=1[N:20]=[CH:19][CH:18]=[CH:17]2, predict the reactants needed to synthesize it. The reactants are: O.Cl.[NH2:3][C@H:4]([C:7]([OH:9])=[O:8])[CH2:5][SH:6].[OH-].[K+].Cl.Cl[CH2:14][C:15]1[CH:24]=[CH:23][C:22]([OH:25])=[C:21]2[C:16]=1[CH:17]=[CH:18][CH:19]=[N:20]2.Cl.[K+].[Br-]. (2) Given the product [CH3:25][O:24][C:19]1[CH:20]=[CH:21][CH:22]=[CH:23][C:18]=1[C:15]1[CH:14]=[CH:13][C:12]([O:11][CH2:10][C:8]2[CH:9]=[C:5]([C:3]([OH:4])=[O:2])[O:6][C:7]=2[CH3:26])=[CH:17][CH:16]=1, predict the reactants needed to synthesize it. The reactants are: C[O:2][C:3]([C:5]1[O:6][C:7]([CH3:26])=[C:8]([CH2:10][O:11][C:12]2[CH:17]=[CH:16][C:15]([C:18]3[CH:23]=[CH:22][CH:21]=[CH:20][C:19]=3[O:24][CH3:25])=[CH:14][CH:13]=2)[CH:9]=1)=[O:4]. (3) Given the product [CH:11]1([C:9]2[N:8]=[CH:7][N:6]=[C:5]([O:4][C:3]3[CH:14]=[CH:15][CH:16]=[CH:17][C:2]=3[C:23]3[CH:22]=[CH:21][C:20]([C:34]4[CH:39]=[N:38][C:37]([NH2:40])=[N:36][CH:35]=4)=[C:19]([F:18])[CH:24]=3)[CH:10]=2)[CH2:13][CH2:12]1, predict the reactants needed to synthesize it. The reactants are: Br[C:2]1[CH:17]=[CH:16][CH:15]=[CH:14][C:3]=1[O:4][C:5]1[CH:10]=[C:9]([CH:11]2[CH2:13][CH2:12]2)[N:8]=[CH:7][N:6]=1.[F:18][C:19]1[CH:24]=[C:23](B2OC(C)(C)C(C)(C)O2)[CH:22]=[CH:21][C:20]=1[C:34]1[CH:35]=[N:36][C:37]([NH2:40])=[N:38][CH:39]=1. (4) Given the product [F:6][C:7]1[CH:15]=[CH:14][C:10]([C:11]([O:13][CH3:1])=[O:12])=[C:9]([OH:16])[CH:8]=1, predict the reactants needed to synthesize it. The reactants are: [CH3:1]N(C=O)C.[F:6][C:7]1[CH:15]=[CH:14][C:10]([C:11]([OH:13])=[O:12])=[C:9]([OH:16])[CH:8]=1.C(=O)([O-])O.[K+].IC. (5) Given the product [NH2:6][C:5]1[CH:4]=[C:3]([CH:9]=[CH:8][CH:7]=1)/[CH:1]=[CH:2]/[C:21]1[C:22]([NH:24][CH2:25][CH2:26][CH3:27])=[N:23][C:18]([NH:17][C:13]2[CH:14]=[CH:15][CH:16]=[C:11]([F:10])[CH:12]=2)=[N:19][CH:20]=1, predict the reactants needed to synthesize it. The reactants are: [CH:1]([C:3]1[CH:4]=[C:5]([CH:7]=[CH:8][CH:9]=1)[NH2:6])=[CH2:2].[F:10][C:11]1[CH:12]=[C:13]([NH:17][C:18]2[N:23]=[C:22]([NH:24][CH2:25][CH2:26][CH3:27])[C:21](I)=[CH:20][N:19]=2)[CH:14]=[CH:15][CH:16]=1. (6) Given the product [CH3:27][S:24]([O:23][C:20]1[CH:21]=[CH:22][C:16]2[O:15][CH2:14][CH:13]([CH2:12][N:28]3[CH2:32][CH2:31][CH2:30][CH2:29]3)[O:18][C:17]=2[CH:19]=1)(=[O:25])=[O:26], predict the reactants needed to synthesize it. The reactants are: CC1C=CC(S(O[CH2:12][CH:13]2[O:18][C:17]3[CH:19]=[C:20]([O:23][S:24]([CH3:27])(=[O:26])=[O:25])[CH:21]=[CH:22][C:16]=3[O:15][CH2:14]2)(=O)=O)=CC=1.[NH:28]1[CH2:32][CH2:31][CH2:30][CH2:29]1. (7) Given the product [CH3:33][O:32][C:30]1[CH:29]=[C:27]([NH:28][CH:2]([C:17]2[CH:22]=[CH:21][CH:20]=[CH:19][CH:18]=2)[C:3]([C:5]2[C:13]3[C:8](=[CH:9][CH:10]=[C:11]([CH2:14][CH2:15][OH:16])[CH:12]=3)[NH:7][CH:6]=2)=[O:4])[CH:26]=[C:25]([O:24][CH3:23])[CH:31]=1, predict the reactants needed to synthesize it. The reactants are: Br[CH:2]([C:17]1[CH:22]=[CH:21][CH:20]=[CH:19][CH:18]=1)[C:3]([C:5]1[C:13]2[C:8](=[CH:9][CH:10]=[C:11]([CH2:14][CH2:15][OH:16])[CH:12]=2)[NH:7][CH:6]=1)=[O:4].[CH3:23][O:24][C:25]1[CH:26]=[C:27]([CH:29]=[C:30]([O:32][CH3:33])[CH:31]=1)[NH2:28].